This data is from Forward reaction prediction with 1.9M reactions from USPTO patents (1976-2016). The task is: Predict the product of the given reaction. (1) The product is: [C:1]([O:5][C:6]([N:8]1[CH2:13][CH2:12][CH2:11][C@H:10]([NH:14][C:15]([C:17]2[C:21]([NH:22][C:23]([NH:25][CH2:36][CH2:35][O:34][CH3:33])=[O:24])=[CH:20][N:19]([C:26]3[CH:31]=[CH:30][CH:29]=[C:28]([F:32])[CH:27]=3)[CH:18]=2)=[O:16])[CH2:9]1)=[O:7])([CH3:4])([CH3:2])[CH3:3]. Given the reactants [C:1]([O:5][C:6]([N:8]1[CH2:13][CH2:12][CH2:11][C@H:10]([NH:14][C:15]([C:17]2[C:21]([NH:22][C:23]([NH2:25])=[O:24])=[CH:20][N:19]([C:26]3[CH:31]=[CH:30][CH:29]=[C:28]([F:32])[CH:27]=3)[CH:18]=2)=[O:16])[CH2:9]1)=[O:7])([CH3:4])([CH3:3])[CH3:2].[CH3:33][O:34][CH2:35][CH2:36]N, predict the reaction product. (2) Given the reactants [CH:1]1([CH:4]([C:11]2[CH:16]=[CH:15][N:14]=[C:13]([O:17]C)[CH:12]=2)[CH2:5][C:6]([O:8][CH2:9][CH3:10])=[O:7])[CH2:3][CH2:2]1.[Cl-].[NH+]1C=CC=CC=1.C(OCC)(=O)C, predict the reaction product. The product is: [CH:1]1([CH:4]([C:11]2[CH:16]=[CH:15][N:14]=[C:13]([OH:17])[CH:12]=2)[CH2:5][C:6]([O:8][CH2:9][CH3:10])=[O:7])[CH2:3][CH2:2]1. (3) The product is: [CH2:1]([N:8]1[CH2:12][C@@H:11]([NH:13][CH2:14][C:15]2[CH:20]=[CH:19][C:18]([F:21])=[CH:17][C:16]=2[F:22])[CH2:10][C@H:9]1[C:30]([N:43]1[CH2:44][CH2:45][N:40]([C:35]2[CH:36]=[CH:37][CH:38]=[CH:39][C:34]=2[Cl:33])[CH2:41][CH2:42]1)=[O:31])[C:2]1[CH:7]=[CH:6][CH:5]=[CH:4][CH:3]=1. Given the reactants [CH2:1]([N:8]1[CH2:12][CH:11]([N:13](C(OC(C)(C)C)=O)[CH2:14][C:15]2[CH:20]=[CH:19][C:18]([F:21])=[CH:17][C:16]=2[F:22])[CH2:10][CH:9]1[C:30](O)=[O:31])[C:2]1[CH:7]=[CH:6][CH:5]=[CH:4][CH:3]=1.[Cl:33][C:34]1[CH:39]=[CH:38][CH:37]=[CH:36][C:35]=1[N:40]1[CH2:45][CH2:44][NH:43][CH2:42][CH2:41]1, predict the reaction product. (4) Given the reactants Cl[C:2]1[C:11]2[C:6](=[CH:7][CH:8]=[CH:9][CH:10]=2)[NH:5]/[C:4](=[C:12]2/[C:13]([CH2:18][CH2:19][CH3:20])=[N:14][NH:15][C:16]/2=[O:17])/[CH:3]=1.C(OC(OC(C)(C)C)=O)(OC(C)(C)C)=O.C(N(CC)CC)C.C(OC(N1C(=O)/C(=C2\N(C(OC(C)(C)C)=O)C3C(C(Cl)=C\2)=CC=CC=3)/C(CCC)=N1)=O)(C)(C)C.[NH2:77][C:78]1[CH:83]=[CH:82][C:81]([SH:84])=[CH:80][CH:79]=1.[CH3:85][S:86](Cl)(=[O:88])=[O:87], predict the reaction product. The product is: [O:17]=[C:16]1[NH:15][N:14]=[C:13]([CH2:18][CH2:19][CH3:20])/[C:12]/1=[C:4]1/[NH:5][C:6]2[C:11]([C:2]([S:84][C:81]3[CH:82]=[CH:83][C:78]([NH:77][S:86]([CH3:85])(=[O:88])=[O:87])=[CH:79][CH:80]=3)=[CH:3]/1)=[CH:10][CH:9]=[CH:8][CH:7]=2. (5) Given the reactants [C:1]([C:3]1[CH:4]=[N:5][CH:6]=[CH:7][CH:8]=1)#[CH:2].[Cl:9][C:10]1[CH:16]=[C:15](I)[C:13]([NH2:14])=[CH:12][CH:11]=1, predict the reaction product. The product is: [Cl:9][C:10]1[CH:11]=[C:12]2[C:13](=[CH:15][CH:16]=1)[NH:14][C:1]([C:3]1[CH:4]=[N:5][CH:6]=[CH:7][CH:8]=1)=[CH:2]2. (6) Given the reactants Cl.[C:2]([C:6]1[CH:11]=[CH:10][C:9]([C@@H:12]([NH2:14])[CH3:13])=[CH:8][CH:7]=1)([CH3:5])([CH3:4])[CH3:3].[Cl:15][C:16]1[CH:36]=[CH:35][C:19]([CH2:20][N:21]2[C:29]3[C:24](=[CH:25][C:26]([C:30](O)=[O:31])=[CH:27][CH:28]=3)[C:23]([CH3:33])=[C:22]2[CH3:34])=[CH:18][C:17]=1[O:37][C@@H:38]([CH3:43])[C:39]([O:41][CH3:42])=[O:40], predict the reaction product. The product is: [C:2]([C:6]1[CH:7]=[CH:8][C:9]([C@@H:12]([NH:14][C:30]([C:26]2[CH:25]=[C:24]3[C:29](=[CH:28][CH:27]=2)[N:21]([CH2:20][C:19]2[CH:35]=[CH:36][C:16]([Cl:15])=[C:17]([CH:18]=2)[O:37][C@@H:38]([CH3:43])[C:39]([O:41][CH3:42])=[O:40])[C:22]([CH3:34])=[C:23]3[CH3:33])=[O:31])[CH3:13])=[CH:10][CH:11]=1)([CH3:5])([CH3:3])[CH3:4]. (7) The product is: [Br:15][CH:9]1[CH2:8][CH2:7][C:6]2[C:11](=[CH:12][C:3]([O:2][CH3:1])=[CH:4][C:5]=2[CH3:14])[C:10]1=[O:13]. Given the reactants [CH3:1][O:2][C:3]1[CH:12]=[C:11]2[C:6]([CH2:7][CH2:8][CH2:9][C:10]2=[O:13])=[C:5]([CH3:14])[CH:4]=1.[Br:15]Br, predict the reaction product. (8) Given the reactants [CH3:1][O:2][C:3]1[CH:4]=[C:5]([NH:15][C:16]2[N:21]=[C:20]([C:22](=[O:24])[CH3:23])[CH:19]=[C:18]([CH:25]([O:27][CH2:28][C:29]([F:32])([F:31])[F:30])[CH3:26])[N:17]=2)[CH:6]=[CH:7][C:8]=1[N:9]1[CH:13]=[C:12]([CH3:14])[N:11]=[CH:10]1.[BH4-].[Na+].CC(C)=O, predict the reaction product. The product is: [CH3:1][O:2][C:3]1[CH:4]=[C:5]([NH:15][C:16]2[N:21]=[C:20]([CH:22]([OH:24])[CH3:23])[CH:19]=[C:18]([CH:25]([O:27][CH2:28][C:29]([F:30])([F:31])[F:32])[CH3:26])[N:17]=2)[CH:6]=[CH:7][C:8]=1[N:9]1[CH:13]=[C:12]([CH3:14])[N:11]=[CH:10]1. (9) Given the reactants C([N:8](CC1C=CC=CC=1)[C@@H:9]([CH2:30][C:31]1[CH:36]=[CH:35][CH:34]=[CH:33][CH:32]=1)[CH:10]([CH:12]1[N:17](C(OCC2C=CC=CC=2)=O)[CH2:16][CH2:15][N:14]([CH3:28])[C:13]1=[O:29])[OH:11])C1C=CC=CC=1.[H][H], predict the reaction product. The product is: [NH2:8][C@@H:9]([CH2:30][C:31]1[CH:36]=[CH:35][CH:34]=[CH:33][CH:32]=1)[CH:10]([CH:12]1[NH:17][CH2:16][CH2:15][N:14]([CH3:28])[C:13]1=[O:29])[OH:11].